This data is from Full USPTO retrosynthesis dataset with 1.9M reactions from patents (1976-2016). The task is: Predict the reactants needed to synthesize the given product. (1) Given the product [CH2:1]([C:3]1[CH:4]=[C:5]([CH2:13][CH:14]([NH:20][C:21]([N:23]2[CH2:24][CH2:25][CH:26]([N:29]3[CH2:38][C:37]4[C:32](=[CH:33][CH:34]=[CH:35][CH:36]=4)[NH:31][C:30]3=[O:39])[CH2:27][CH2:28]2)=[O:22])[C:15]2[N:16]([CH3:40])[N:17]=[N:18][N:19]=2)[CH:6]=[C:7]2[C:11]=1[NH:10][N:9]=[C:8]2[CH3:12])[CH3:2], predict the reactants needed to synthesize it. The reactants are: [CH2:1]([C:3]1[CH:4]=[C:5]([CH2:13][CH:14]([NH:20][C:21]([N:23]2[CH2:28][CH2:27][CH:26]([N:29]3[CH2:38][C:37]4[C:32](=[CH:33][CH:34]=[CH:35][CH:36]=4)[NH:31][C:30]3=[O:39])[CH2:25][CH2:24]2)=[O:22])[C:15]2[NH:19][N:18]=[N:17][N:16]=2)[CH:6]=[C:7]2[C:11]=1[NH:10][N:9]=[C:8]2[CH3:12])[CH3:2].[C:40](=O)([O-])[O-].[Na+].[Na+].IC. (2) Given the product [O:25]1[CH2:24][CH2:23][N:22]([C:20]2[CH:19]=[C:18]([C:28]3[C:41]4[S:40][C:39]5[C:34](=[CH:35][CH:36]=[CH:37][CH:38]=5)[S:33][C:32]=4[CH:31]=[CH:30][CH:29]=3)[NH:17][C:16](=[O:15])[CH:21]=2)[CH2:27][CH2:26]1, predict the reactants needed to synthesize it. The reactants are: FC(F)(F)C(O)=O.COC1C=CC(C[O:15][C:16]2[CH:21]=[C:20]([N:22]3[CH2:27][CH2:26][O:25][CH2:24][CH2:23]3)[CH:19]=[C:18]([C:28]3[C:41]4[S:40][C:39]5[C:34](=[CH:35][CH:36]=[CH:37][CH:38]=5)[S:33][C:32]=4[CH:31]=[CH:30][CH:29]=3)[N:17]=2)=CC=1.